Dataset: Catalyst prediction with 721,799 reactions and 888 catalyst types from USPTO. Task: Predict which catalyst facilitates the given reaction. (1) Reactant: CC1C=CC(S(O[CH:12]([C:14]2[CH:19]=[C:18]([C:20]([F:23])([F:22])[F:21])[CH:17]=[C:16]([N+:24]([O-:26])=[O:25])[CH:15]=2)[CH3:13])(=O)=O)=CC=1.[C:27]([O:31][C:32]([N:34]1[CH2:39][CH2:38][NH:37][CH2:36][CH2:35]1)=[O:33])([CH3:30])([CH3:29])[CH3:28].C(N(C(C)C)CC)(C)C. Product: [N+:24]([C:16]1[CH:15]=[C:14]([CH:12]([N:37]2[CH2:36][CH2:35][N:34]([C:32]([O:31][C:27]([CH3:30])([CH3:29])[CH3:28])=[O:33])[CH2:39][CH2:38]2)[CH3:13])[CH:19]=[C:18]([C:20]([F:21])([F:22])[F:23])[CH:17]=1)([O-:26])=[O:25]. The catalyst class is: 1. (2) Product: [CH3:1][Si:2]([C:5]#[C:6][C:7]1[CH:12]=[CH:11][C:10]([CH2:13][CH2:14][CH2:15][CH2:16][CH2:17][CH2:18][NH2:24])=[CH:9][CH:8]=1)([CH3:4])[CH3:3]. The catalyst class is: 5. Reactant: [CH3:1][Si:2]([C:5]#[C:6][C:7]1[CH:12]=[CH:11][C:10]([CH2:13][CH2:14][CH2:15][CH2:16][CH2:17][CH:18]=O)=[CH:9][CH:8]=1)([CH3:4])[CH3:3].C([O-])(=O)C.[NH4+:24].C(O)(=O)C. (3) Reactant: [F:1][C:2]1[CH:3]=[C:4]([CH:14]=[CH:15][CH:16]=1)[CH2:5][C:6]1[O:10][N:9]=[C:8]([C:11]([OH:13])=O)[CH:7]=1.[O:17]1[C:21]2[CH:22]=[CH:23][CH:24]=[CH:25][C:20]=2[C:19]([CH2:26][CH2:27][NH2:28])=[CH:18]1.CN(C(ON1N=NC2C=CC=NC1=2)=[N+](C)C)C.F[P-](F)(F)(F)(F)F. Product: [O:17]1[C:21]2[CH:22]=[CH:23][CH:24]=[CH:25][C:20]=2[C:19]([CH2:26][CH2:27][NH:28][C:11]([C:8]2[CH:7]=[C:6]([CH2:5][C:4]3[CH:14]=[CH:15][CH:16]=[C:2]([F:1])[CH:3]=3)[O:10][N:9]=2)=[O:13])=[CH:18]1. The catalyst class is: 3. (4) Product: [Cl:13][C:4]1[CH:3]=[C:2]([NH:14][C:15]2[CH:16]=[CH:17][C:18]([C:21]([N:23]3[CH2:24][CH2:25][O:26][CH2:27][CH2:28]3)=[O:22])=[CH:19][CH:20]=2)[C:7]([C:8]([O:10][CH2:11][CH3:12])=[O:9])=[CH:6][N:5]=1. Reactant: Cl[C:2]1[C:7]([C:8]([O:10][CH2:11][CH3:12])=[O:9])=[CH:6][N:5]=[C:4]([Cl:13])[CH:3]=1.[NH2:14][C:15]1[CH:20]=[CH:19][C:18]([C:21]([N:23]2[CH2:28][CH2:27][O:26][CH2:25][CH2:24]2)=[O:22])=[CH:17][CH:16]=1.CCN(C(C)C)C(C)C. The catalyst class is: 80. (5) Reactant: [H-].[Na+].[Br:3][C:4]1[CH:9]=[CH:8][C:7]([OH:10])=[CH:6][CH:5]=1.[CH2:11](Br)[CH2:12][CH2:13][CH2:14][CH2:15][CH2:16][CH2:17][CH2:18][CH2:19][CH2:20][CH2:21][CH3:22]. Product: [Br:3][C:4]1[CH:9]=[CH:8][C:7]([O:10][CH2:22][CH2:21][CH2:20][CH2:19][CH2:18][CH2:17][CH2:16][CH2:15][CH2:14][CH2:13][CH2:12][CH3:11])=[CH:6][CH:5]=1. The catalyst class is: 9. (6) Reactant: [CH3:1][C:2]([O:4][C@H:5]1[C:14]2[C@@:15]3([CH3:30])[C@@H:26]([CH2:27][O:28][CH3:29])[O:25][C:23](=[O:24])[C:17]4=C[O:19][C:20]([C:21](=[O:22])[C:13]=2[C@@H:8]2[CH2:9][CH2:10][C@H:11]([OH:12])[C@@:7]2([CH3:31])[CH2:6]1)=[C:16]34)=[O:3].[CH2:32](N(CC)CC)C.Cl.[CH3:40][O:41][C:42]1[CH:47]=[CH:46][C:45]([N:48]2[CH2:53][CH2:52][N:51]([CH2:54][CH2:55][CH2:56][NH:57][CH3:58])[CH2:50][CH2:49]2)=[CH:44][CH:43]=1. Product: [OH:19][C:20]1[C:21](=[O:22])[C:13]2[CH:8]3[C:7]([CH3:31])([CH:11]([OH:12])[CH2:10][CH2:9]3)[CH2:6][CH:5]([O:4][C:2](=[O:3])[CH3:1])[C:14]=2[C:15]2([CH3:30])[C:16]=1[C:17](=[CH:58][N:57]([CH2:56][CH2:55][CH2:54][N:51]1[CH2:50][CH2:49][N:48]([C:45]3[CH:44]=[CH:43][C:42]([O:41][CH3:40])=[CH:47][CH:46]=3)[CH2:53][CH2:52]1)[CH3:32])[C:23](=[O:24])[O:25][CH:26]2[CH2:27][O:28][CH3:29]. The catalyst class is: 2. (7) Reactant: C(OC(=O)[NH:7][C:8]1[CH:13]=[C:12]([N:14]([CH3:18])[CH2:15][CH2:16][CH3:17])[C:11]([C:19]([F:22])([F:21])[F:20])=[CH:10][C:9]=1[NH:23][C:24](=[O:40])[CH2:25][C:26](=O)[C:27]1[CH:32]=[CH:31][CH:30]=[C:29]([C:33]2[CH:34]=[N:35][CH:36]=[N:37][CH:38]=2)[CH:28]=1)(C)(C)C.C(O)(C(F)(F)F)=O. Product: [CH3:18][N:14]([CH2:15][CH2:16][CH3:17])[C:12]1[C:11]([C:19]([F:22])([F:20])[F:21])=[CH:10][C:9]2[NH:23][C:24](=[O:40])[CH2:25][C:26]([C:27]3[CH:32]=[CH:31][CH:30]=[C:29]([C:33]4[CH:38]=[N:37][CH:36]=[N:35][CH:34]=4)[CH:28]=3)=[N:7][C:8]=2[CH:13]=1. The catalyst class is: 2. (8) Reactant: C1(C)C=CC(S(O[CH2:11][CH2:12][C:13]2[CH:18]=[CH:17][C:16]([C:19]#[N:20])=[CH:15][CH:14]=2)(=O)=O)=CC=1.C([O-])([O-])=O.[K+].[K+].[NH2:28][C:29]1[CH:34]=[CH:33][CH:32]=[CH:31][C:30]=1[SH:35]. Product: [NH2:28][C:29]1[CH:34]=[CH:33][CH:32]=[CH:31][C:30]=1[S:35][CH2:11][CH2:12][C:13]1[CH:14]=[CH:15][C:16]([C:19]#[N:20])=[CH:17][CH:18]=1. The catalyst class is: 14. (9) Reactant: [CH2:1]([O:3][C:4]([N:6]1[CH2:11][CH2:10][N:9]([C:12]2[CH:17]=[CH:16][C:15]([C:18]#[N:19])=[CH:14][CH:13]=2)[CH2:8][CH2:7]1)=[O:5])[CH3:2].[BH4-].[Na+].II.Cl.[OH-].[Na+]. Product: [CH2:1]([O:3][C:4]([N:6]1[CH2:11][CH2:10][N:9]([C:12]2[CH:17]=[CH:16][C:15]([CH2:18][NH2:19])=[CH:14][CH:13]=2)[CH2:8][CH2:7]1)=[O:5])[CH3:2]. The catalyst class is: 7.